This data is from Catalyst prediction with 721,799 reactions and 888 catalyst types from USPTO. The task is: Predict which catalyst facilitates the given reaction. (1) Reactant: [CH:1]1([C:9]([OH:11])=O)[C:3]2([CH2:8][CH2:7][CH2:6][CH2:5][CH2:4]2)[CH2:2]1.C(N1C=CN=C1)(N1C=CN=C1)=O.Cl.[NH2:25][CH2:26][C:27]([NH2:29])=[O:28].CCCCCCC. Product: [NH2:29][C:27](=[O:28])[CH2:26][NH:25][C:9]([CH:1]1[C:3]2([CH2:4][CH2:5][CH2:6][CH2:7][CH2:8]2)[CH2:2]1)=[O:11]. The catalyst class is: 84. (2) Reactant: [CH:1]1[C:13]2[NH:12][C:11]3[C:6](=[CH:7][CH:8]=[CH:9][CH:10]=3)[C:5]=2[CH:4]=[CH:3][CH:2]=1.[H-].[Na+].Cl[CH2:17][CH2:18][O:19][CH2:20][CH2:21][O:22][CH3:23]. Product: [CH3:23][O:22][CH2:21][CH2:20][O:19][CH2:18][CH2:17][N:12]1[C:11]2[CH:10]=[CH:9][CH:8]=[CH:7][C:6]=2[C:5]2[C:13]1=[CH:1][CH:2]=[CH:3][CH:4]=2. The catalyst class is: 3. (3) Product: [O:1]=[C:2]1[N:10]([CH2:11][O:12][CH2:13][CH2:14][Si:15]([CH3:17])([CH3:16])[CH3:18])[C:5]2=[N:6][CH:7]=[CH:8][CH:9]=[C:4]2[C@@:3]21[CH2:34][C:21]1=[N:22][C:23]3[CH:24]=[CH:25][C:26]([C:30]([NH:35][NH2:36])=[O:31])=[CH:27][C:28]=3[CH:29]=[C:20]1[CH2:19]2. Reactant: [O:1]=[C:2]1[N:10]([CH2:11][O:12][CH2:13][CH2:14][Si:15]([CH3:18])([CH3:17])[CH3:16])[C:5]2=[N:6][CH:7]=[CH:8][CH:9]=[C:4]2[C@@:3]21[CH2:34][C:21]1=[N:22][C:23]3[CH:24]=[CH:25][C:26]([C:30](OC)=[O:31])=[CH:27][C:28]=3[CH:29]=[C:20]1[CH2:19]2.[NH2:35][NH2:36]. The catalyst class is: 5. (4) Reactant: [CH3:1][C:2]1[C:7]([CH2:8][O:9][C:10]2[CH:11]=[C:12]3[C:16](=[CH:17][CH:18]=2)[CH2:15][C@H:14]([NH:19][S:20]([CH:23]([CH3:25])[CH3:24])(=[O:22])=[O:21])[CH2:13]3)=[CH:6][CH:5]=[CH:4][N:3]=1.[ClH:26]. Product: [ClH:26].[CH3:1][C:2]1[C:7]([CH2:8][O:9][C:10]2[CH:11]=[C:12]3[C:16](=[CH:17][CH:18]=2)[CH2:15][C@H:14]([NH:19][S:20]([CH:23]([CH3:25])[CH3:24])(=[O:21])=[O:22])[CH2:13]3)=[CH:6][CH:5]=[CH:4][N:3]=1. The catalyst class is: 5. (5) Reactant: Cl[C:2]1[C:11]([Cl:12])=[N:10][C:9]2[C:4](=[CH:5][CH:6]=[C:7]([C:13]#[N:14])[CH:8]=2)[N:3]=1.[N:15]1([C:21]([O:23][C:24]([CH3:27])([CH3:26])[CH3:25])=[O:22])[CH2:20][CH2:19][NH:18][CH2:17][CH2:16]1.O. Product: [Cl:12][C:11]1[C:2]([N:18]2[CH2:17][CH2:16][N:15]([C:21]([O:23][C:24]([CH3:27])([CH3:26])[CH3:25])=[O:22])[CH2:20][CH2:19]2)=[N:3][C:4]2[C:9]([N:10]=1)=[CH:8][C:7]([C:13]#[N:14])=[CH:6][CH:5]=2. The catalyst class is: 8.